From a dataset of Forward reaction prediction with 1.9M reactions from USPTO patents (1976-2016). Predict the product of the given reaction. (1) Given the reactants Br[C:2]1[CH:15]=[C:14]2[C:9]([CH:10]=[CH:11][N:12]([C@@H:17]3[C@@H:22]([OH:23])[CH2:21][O:20][CH2:19][CH2:18]3)[C:13]2=[O:16])=[C:8]2[C:3]=1[CH:4]=[CH:5][CH:6]=[N:7]2.C([O-])(=O)C.[K+].[B:29]1([B:29]2[O:33][C:32]([CH3:35])([CH3:34])[C:31]([CH3:37])([CH3:36])[O:30]2)[O:33][C:32]([CH3:35])([CH3:34])[C:31]([CH3:37])([CH3:36])[O:30]1, predict the reaction product. The product is: [O:16]=[C:13]1[N:12]([C@H:17]2[C@H:22]([OH:23])[CH2:21][O:20][CH2:19][CH2:18]2)[CH:11]=[CH:10][C:9]2[C:14]1=[CH:15][C:2]([B:29]1[O:33][C:32]([CH3:35])([CH3:34])[C:31]([CH3:37])([CH3:36])[O:30]1)=[C:3]1[C:8]=2[N:7]=[CH:6][CH:5]=[CH:4]1. (2) Given the reactants Cl[C:2]1[N:9]=[C:8]([NH:10][C:11]2[CH:15]=[C:14]([CH3:16])[NH:13][N:12]=2)[CH:7]=[C:6]([CH3:17])[C:3]=1[C:4]#[N:5].Cl.[Cl:19][C:20]1[CH:21]=[C:22]([CH:27]=[CH:28][C:29]=1[F:30])[O:23][CH2:24][CH2:25][NH2:26].C(=O)([O-])O.[Na+].CS(C)=O, predict the reaction product. The product is: [Cl:19][C:20]1[CH:21]=[C:22]([CH:27]=[CH:28][C:29]=1[F:30])[O:23][CH2:24][CH2:25][NH:26][C:2]1[N:9]=[C:8]([NH:10][C:11]2[CH:15]=[C:14]([CH3:16])[NH:13][N:12]=2)[CH:7]=[C:6]([CH3:17])[C:3]=1[C:4]#[N:5]. (3) The product is: [Cl:1][C:2]1[N:3]=[C:4]([N:11]2[CH2:16][CH2:15][O:14][CH2:13][CH2:12]2)[C:5]2[S:10][C:9]([C:25]([C:26]3[CH:31]=[CH:30][CH:29]=[C:28]([S:32][CH3:33])[CH:27]=3)=[O:34])=[CH:8][C:6]=2[N:7]=1. Given the reactants [Cl:1][C:2]1[N:3]=[C:4]([N:11]2[CH2:16][CH2:15][O:14][CH2:13][CH2:12]2)[C:5]2[S:10][CH:9]=[CH:8][C:6]=2[N:7]=1.C([Li])CCC.CON(C)[C:25](=[O:34])[C:26]1[CH:31]=[CH:30][CH:29]=[C:28]([S:32][CH3:33])[CH:27]=1, predict the reaction product. (4) Given the reactants [C:1]([C:4]1[CH:9]=[CH:8][C:7]([NH:10][C:11]([C:13]2C3O[CH2:20][CH2:19][N:18]([C:23]4[C:28]([Cl:29])=[CH:27][CH:26]=[CH:25][N:24]=4)[C:17]=3[CH:16]=[CH:15][CH:14]=2)=[O:12])=[CH:6][CH:5]=1)(O)=[O:2].[Cl-].[NH4+].O[N:33]1C2C=CC=CC=2N=N1.Cl.C(N=C=NCCCN(C)C)C.[C:54](=[O:57])([O-])O.[Na+], predict the reaction product. The product is: [C:1]([C:4]1[CH:9]=[CH:8][C:7]([NH:10][C:11]([C:13]2[C:54]3[O:57][CH2:20][CH2:19][N:18]([C:23]4[C:28]([Cl:29])=[CH:27][CH:26]=[CH:25][N:24]=4)[C:17]=3[CH:16]=[CH:15][CH:14]=2)=[O:12])=[CH:6][CH:5]=1)(=[O:2])[NH2:33]. (5) Given the reactants C([Li])CCC.C1(C)C=CC(S([CH:15]([N+:23]#[C-:24])[C:16]2[CH:21]=[CH:20][C:19]([F:22])=[CH:18][CH:17]=2)(=O)=O)=CC=1.[Br-].[Li+].[N:28]1[CH:33]=[CH:32][C:31]([CH:34]=[CH:35][C:36]([O:38][CH2:39][CH3:40])=[O:37])=[CH:30][CH:29]=1, predict the reaction product. The product is: [CH2:39]([O:38][C:36]([C:35]1[C:34]([C:31]2[CH:32]=[CH:33][N:28]=[CH:29][CH:30]=2)=[C:15]([C:16]2[CH:17]=[CH:18][C:19]([F:22])=[CH:20][CH:21]=2)[NH:23][CH:24]=1)=[O:37])[CH3:40]. (6) Given the reactants [ClH:1].[NH2:2][CH2:3][C:4]1[CH:5]=[C:6]([CH:10]2[CH2:15][CH2:14][N:13]([C:16](=[O:27])/[CH:17]=[CH:18]/[C:19]3[CH:24]=[CH:23][C:22]([OH:25])=[C:21]([OH:26])[CH:20]=3)[CH2:12][CH2:11]2)[CH:7]=[CH:8][CH:9]=1, predict the reaction product. The product is: [ClH:1].[NH2:2][CH2:3][C:4]1[CH:5]=[C:6]([CH:10]2[CH2:11][CH2:12][N:13]([C:16](=[O:27])/[CH:17]=[CH:18]\[C:19]3[CH:24]=[CH:23][C:22]([OH:25])=[C:21]([OH:26])[CH:20]=3)[CH2:14][CH2:15]2)[CH:7]=[CH:8][CH:9]=1. (7) Given the reactants [F:1][C:2]([F:19])([F:18])[C:3]1[NH:4][C:5]2[CH:11]=[C:10]([C:12](O)([CH2:15][CH3:16])[CH2:13][CH3:14])[CH:9]=[CH:8][C:6]=2[N:7]=1.[NH:20]1[C:28]2[C:23](=[CH:24][CH:25]=[CH:26][C:27]=2[NH:29][S:30]([CH3:33])(=[O:32])=[O:31])[CH:22]=[CH:21]1.C(O)(C(F)(F)F)=O.C([O-])(O)=O.[Na+], predict the reaction product. The product is: [CH2:13]([C:12]([C:22]1[C:23]2[C:28](=[C:27]([NH:29][S:30]([CH3:33])(=[O:31])=[O:32])[CH:26]=[CH:25][CH:24]=2)[NH:20][CH:21]=1)([C:10]1[CH:9]=[CH:8][C:6]2[N:7]=[C:3]([C:2]([F:19])([F:18])[F:1])[NH:4][C:5]=2[CH:11]=1)[CH2:15][CH3:16])[CH3:14]. (8) Given the reactants [CH:1]([C@:4]1([C:16]([N:18]2[CH2:23][CH:22]=[C:21]([C:24]3[CH:29]=[CH:28][CH:27]=[C:26]([C:30]([F:33])([F:32])[F:31])[CH:25]=3)[CH2:20][CH2:19]2)=[O:17])[CH2:8][CH2:7][C@@H:6]([NH:9][CH:10]2[CH2:15][CH2:14][O:13][CH2:12][CH2:11]2)[CH2:5]1)([CH3:3])[CH3:2], predict the reaction product. The product is: [CH:1]([C@:4]1([C:16]([N:18]2[CH2:19][CH2:20][CH:21]([C:24]3[CH:29]=[CH:28][CH:27]=[C:26]([C:30]([F:33])([F:32])[F:31])[CH:25]=3)[CH2:22][CH2:23]2)=[O:17])[CH2:8][CH2:7][C@@H:6]([NH:9][CH:10]2[CH2:11][CH2:12][O:13][CH2:14][CH2:15]2)[CH2:5]1)([CH3:3])[CH3:2].